The task is: Predict which catalyst facilitates the given reaction.. This data is from Catalyst prediction with 721,799 reactions and 888 catalyst types from USPTO. (1) Reactant: [Cl:1][C:2]1[C:7](B2OC(C)(C)C(C)(C)O2)=[CH:6][C:5]([S:17]([N:20]([CH3:27])[C:21]2[CH:26]=[CH:25][CH:24]=[CH:23][N:22]=2)(=[O:19])=[O:18])=[C:4]([O:28][CH2:29][CH2:30][CH2:31][CH2:32][OH:33])[CH:3]=1.Br[C:35]1[C:40]([C:41]#[N:42])=[CH:39][C:38]([C:43]([F:46])([F:45])[F:44])=[N:37][CH:36]=1.C([O-])([O-])=O.[Na+].[Na+]. Product: [Cl:1][C:2]1[C:7]([C:35]2[CH:36]=[N:37][C:38]([C:43]([F:45])([F:46])[F:44])=[CH:39][C:40]=2[C:41]#[N:42])=[CH:6][C:5]([S:17]([N:20]([CH3:27])[C:21]2[CH:26]=[CH:25][CH:24]=[CH:23][N:22]=2)(=[O:19])=[O:18])=[C:4]([O:28][CH2:29][CH2:30][CH2:31][CH2:32][OH:33])[CH:3]=1. The catalyst class is: 70. (2) Reactant: [C:1](=[O:4])([O-])[O-].[K+].[K+].FC(F)O[C:10]1[CH:15]=[CH:14][C:13]([C:16](=O)[C:17]([C:19]2[CH:24]=[C:23]([CH3:25])[CH:22]=[C:21]([F:26])[CH:20]=2)=O)=C[C:11]=1C.[F:30][CH:31]([F:51])OC1C=CC(C(=O)C(C2C=CC=C(F)C=2)=O)=CC=1C.Cl.[CH3:53][NH:54][C:55]([NH2:57])=[NH:56].O1CCOC[CH2:59]1.[OH2:64]. Product: [NH2:56][C:55]1[N:54]([CH3:53])[C:1](=[O:4])[C:17]([C:16]2[CH:13]=[CH:14][C:15]([O:64][CH:31]([F:51])[F:30])=[C:10]([CH3:11])[CH:59]=2)([C:19]2[CH:24]=[C:23]([CH3:25])[CH:22]=[C:21]([F:26])[CH:20]=2)[N:57]=1. The catalyst class is: 8. (3) Reactant: C(N(CC)CC)C.[Br:8][C:9]1[CH:14]=[CH:13][C:12]([C:15](=[O:17])[CH3:16])=[C:11]([OH:18])[CH:10]=1.[Cl:19][C:20]1[CH:28]=[C:27]([Cl:29])[CH:26]=[CH:25][C:21]=1[C:22](Cl)=[O:23]. Product: [C:15]([C:12]1[CH:13]=[CH:14][C:9]([Br:8])=[CH:10][C:11]=1[O:18][C:22](=[O:23])[C:21]1[CH:25]=[CH:26][C:27]([Cl:29])=[CH:28][C:20]=1[Cl:19])(=[O:17])[CH3:16]. The catalyst class is: 4. (4) Reactant: CS(O[CH2:6][C@H:7]1[CH2:12][N:11]([S:13]([C:16]2[S:17][CH:18]=[CH:19][CH:20]=2)(=[O:15])=[O:14])[CH2:10][CH2:9][N:8]1[C:21]1[CH:26]=[CH:25][C:24]([C:27]([OH:33])([CH3:32])[C:28]([F:31])([F:30])[F:29])=[CH:23][CH:22]=1)(=O)=O.[CH3:34][C:35]1([CH3:42])[NH:40][CH2:39][CH2:38][NH:37][C:36]1=[O:41].C(=O)([O-])[O-].[K+].[K+]. Product: [CH3:34][C:35]1([CH3:42])[N:40]([CH2:6][C@H:7]2[CH2:12][N:11]([S:13]([C:16]3[S:17][CH:18]=[CH:19][CH:20]=3)(=[O:14])=[O:15])[CH2:10][CH2:9][N:8]2[C:21]2[CH:22]=[CH:23][C:24]([C:27]([OH:33])([CH3:32])[C:28]([F:31])([F:30])[F:29])=[CH:25][CH:26]=2)[CH2:39][CH2:38][NH:37][C:36]1=[O:41]. The catalyst class is: 10. (5) Reactant: [Cl:1][C:2]1[N:7]=[C:6]([Cl:8])[C:5]([CH:9]([OH:11])[CH3:10])=[C:4]([NH:12][C:13]2[CH:18]=[CH:17][CH:16]=[CH:15][C:14]=2[S:19]([CH:22]([CH3:24])[CH3:23])(=[O:21])=[O:20])[N:3]=1.C1C=C[NH+]=CC=1.C1C=C[NH+]=CC=1.[O-][Cr](O[Cr]([O-])(=O)=O)(=O)=O. Product: [Cl:1][C:2]1[N:7]=[C:6]([Cl:8])[C:5]([C:9](=[O:11])[CH3:10])=[C:4]([NH:12][C:13]2[CH:18]=[CH:17][CH:16]=[CH:15][C:14]=2[S:19]([CH:22]([CH3:24])[CH3:23])(=[O:21])=[O:20])[N:3]=1. The catalyst class is: 2. (6) Reactant: [CH2:1]([N:8]1[CH2:13][CH2:12][C:11](=[O:14])[CH:10]([CH3:15])[CH2:9]1)[C:2]1[CH:7]=[CH:6][CH:5]=[CH:4][CH:3]=1.OS(O)(=O)=O.[N-:21]=[N+]=[N-].[Na+].[OH-].[Na+]. Product: [CH2:1]([N:8]1[CH2:13][CH2:12][C:11](=[O:14])[NH:21][CH:10]([CH3:15])[CH2:9]1)[C:2]1[CH:7]=[CH:6][CH:5]=[CH:4][CH:3]=1. The catalyst class is: 146. (7) Reactant: [Cl:1][C:2]1[CH:7]=[C:6]([OH:8])[CH:5]=[CH:4][C:3]=1[CH:9]([OH:13])[C:10]([OH:12])=[O:11].CO[C:16](OC)([CH3:18])[CH3:17]. Product: [Cl:1][C:2]1[CH:7]=[C:6]([OH:8])[CH:5]=[CH:4][C:3]=1[CH:9]1[O:13][C:16]([CH3:18])([CH3:17])[O:11][C:10]1=[O:12]. The catalyst class is: 11. (8) Reactant: [CH3:1][C:2]1[C:7]([CH:8]([CH3:10])[CH3:9])=[C:6]([N:11]2[CH2:17][C:16]3[CH:18]=[C:19]([C:22]4[CH:31]=[CH:30][C:25]5[NH:26][C:27]([CH3:29])=[N:28][C:24]=5[CH:23]=4)[CH:20]=[CH:21][C:15]=3[O:14][CH2:13][CH2:12]2)[N:5]=[C:4]([NH:32][CH:33]2[CH2:36][N:35](C(OC(C)(C)C)=O)[CH2:34]2)[N:3]=1.[ClH:44].O1CCOCC1. Product: [ClH:44].[ClH:44].[NH:35]1[CH2:36][CH:33]([NH:32][C:4]2[N:3]=[C:2]([CH3:1])[C:7]([CH:8]([CH3:10])[CH3:9])=[C:6]([N:11]3[CH2:17][C:16]4[CH:18]=[C:19]([C:22]5[CH:31]=[CH:30][C:25]6[NH:26][C:27]([CH3:29])=[N:28][C:24]=6[CH:23]=5)[CH:20]=[CH:21][C:15]=4[O:14][CH2:13][CH2:12]3)[N:5]=2)[CH2:34]1. The catalyst class is: 5. (9) Reactant: CC1(C)C(C)(C)OB(C2CN(C(OC(C)(C)C)=O)CC=2)O1.[S:22]1[C:26]([NH:27][S:28]([N:31]2[CH2:40][CH2:39][C:38]3[C:33](=[CH:34][CH:35]=[CH:36][C:37]=3[C:41]3[CH:46]=[CH:45][C:44]([C:47]([F:50])([F:49])[F:48])=[CH:43][C:42]=3[C:51]3[CH2:52][N:53](C(OC(C)(C)C)=O)[CH2:54][CH:55]=3)[CH2:32]2)(=[O:30])=[O:29])=[N:25][CH:24]=[N:23]1.[ClH:63]. Product: [ClH:63].[NH:53]1[CH2:54][CH:55]=[C:51]([C:42]2[CH:43]=[C:44]([C:47]([F:50])([F:48])[F:49])[CH:45]=[CH:46][C:41]=2[C:37]2[CH:36]=[CH:35][CH:34]=[C:33]3[C:38]=2[CH2:39][CH2:40][N:31]([S:28]([NH:27][C:26]2[S:22][N:23]=[CH:24][N:25]=2)(=[O:30])=[O:29])[CH2:32]3)[CH2:52]1. The catalyst class is: 12. (10) Reactant: Cl[C:2]1[CH:7]=[C:6]([Cl:8])[C:5]([CH3:9])=[CH:4][N+:3]=1[O-:10].[CH2:11]([NH:18][C@H:19]1[CH2:24][CH2:23][C@@H:22]([NH2:25])[CH2:21][CH2:20]1)[C:12]1[CH:17]=[CH:16][CH:15]=[CH:14][CH:13]=1.C(O)CCC.C([O-])(O)=O.[Na+]. Product: [CH2:11]([NH:18][C@H:19]1[CH2:24][CH2:23][C@@H:22]([NH:25][C:2]2[CH:7]=[C:6]([Cl:8])[C:5]([CH3:9])=[CH:4][N+:3]=2[O-:10])[CH2:21][CH2:20]1)[C:12]1[CH:17]=[CH:16][CH:15]=[CH:14][CH:13]=1. The catalyst class is: 22.